This data is from Full USPTO retrosynthesis dataset with 1.9M reactions from patents (1976-2016). The task is: Predict the reactants needed to synthesize the given product. (1) Given the product [Br:1][C:2]1[S:6][C:5]([CH2:7][S:9][CH2:10][CH2:11][C:12]([O:14][CH3:15])=[O:13])=[N:4][CH:3]=1, predict the reactants needed to synthesize it. The reactants are: [Br:1][C:2]1[S:6][C:5]([CH2:7]Br)=[N:4][CH:3]=1.[SH:9][CH2:10][CH2:11][C:12]([O:14][CH3:15])=[O:13].CCN(C(C)C)C(C)C. (2) Given the product [Cl:18][C:19]1[CH:20]=[C:21]([N:13]2[C:14]3[C:10](=[C:9]([O:8][CH2:7][C:1]4[CH:2]=[CH:3][CH:4]=[CH:5][CH:6]=4)[CH:17]=[CH:16][CH:15]=3)[CH:11]=[N:12]2)[CH:22]=[CH:23][C:24]=1[O:25][CH3:26], predict the reactants needed to synthesize it. The reactants are: [C:1]1([CH2:7][O:8][C:9]2[CH:17]=[CH:16][CH:15]=[C:14]3[C:10]=2[CH:11]=[N:12][NH:13]3)[CH:6]=[CH:5][CH:4]=[CH:3][CH:2]=1.[Cl:18][C:19]1[CH:20]=[C:21](B(O)O)[CH:22]=[CH:23][C:24]=1[O:25][CH3:26].N1C=CC=CC=1. (3) Given the product [NH2:2][CH2:1][C:3]1[CH:4]=[CH:5][C:6]([O:9][CH3:10])=[N:7][CH:8]=1, predict the reactants needed to synthesize it. The reactants are: [C:1]([C:3]1[CH:4]=[CH:5][C:6]([O:9][CH3:10])=[N:7][CH:8]=1)#[N:2].[H][H]. (4) Given the product [CH:1]#[C:2][CH2:3][CH2:4][CH2:5][CH2:6][CH2:7][C:8]#[C:9][C:11]#[C:12][CH2:13][CH2:14][CH2:15][CH2:16][CH2:17][CH2:18][CH2:19][CH3:20], predict the reactants needed to synthesize it. The reactants are: [CH:1]#[C:2][CH2:3][CH2:4][CH2:5][CH2:6][CH2:7][C:8]#[CH:9].I[C:11]#[C:12][CH2:13][CH2:14][CH2:15][CH2:16][CH2:17][CH2:18][CH2:19][CH3:20]. (5) Given the product [F:22][CH:23]([F:27])[C:24](=[O:25])[C:10](=[CH:9][N:4]1[CH2:3][CH:2]([CH3:1])[O:7][CH:6]([CH3:8])[CH2:5]1)[C:11]([O:13][CH3:14])=[O:12], predict the reactants needed to synthesize it. The reactants are: [CH3:1][CH:2]1[O:7][CH:6]([CH3:8])[CH2:5][N:4]([CH:9]=[CH:10][C:11]([O:13][CH3:14])=[O:12])[CH2:3]1.C(N(CC)CC)C.[F:22][CH:23]([F:27])[C:24](F)=[O:25]. (6) Given the product [Br:1][C:2]1[CH:3]=[CH:4][C:5]([CH2:6][C:7]2[CH:8]=[N:9][C:10]3[N:11]([N:13]=[CH:14][C:15]=3[C:16]([NH:21][CH2:22][CH2:23][OH:24])=[O:18])[CH:12]=2)=[CH:19][CH:20]=1, predict the reactants needed to synthesize it. The reactants are: [Br:1][C:2]1[CH:20]=[CH:19][C:5]([CH2:6][C:7]2[CH:8]=[N:9][C:10]3[N:11]([N:13]=[CH:14][C:15]=3[C:16]([OH:18])=O)[CH:12]=2)=[CH:4][CH:3]=1.[NH2:21][CH2:22][CH2:23][OH:24].CN(C(ON1N=NC2C=CC=CC1=2)=[N+](C)C)C.[B-](F)(F)(F)F.C(N(CC)CC)C.